The task is: Predict the reaction yield, written as a fraction of the theoretical maximum amount of product (1.0 means a 100% yield; for example, 0.34 means a 34% yield).. This data is from Reaction yield outcomes from USPTO patents with 853,638 reactions. (1) The reactants are [S:1]1[C:10]2[C:9]3[CH:11]=[CH:12][CH:13]=[CH:14][C:8]=3[O:7][CH2:6][CH2:5][C:4]=2[N:3]=[C:2]1[C:15]([OH:17])=O.C(Cl)(=O)C(Cl)=O.[Cl:24][C:25]1[CH:32]=[CH:31][CH:30]=[CH:29][C:26]=1[NH:27][CH3:28]. The catalyst is C(Cl)Cl.CN(C=O)C. The product is [Cl:24][C:25]1[CH:32]=[CH:31][CH:30]=[CH:29][C:26]=1[N:27]([CH3:28])[C:15]([C:2]1[S:1][C:10]2[C:9]3[CH:11]=[CH:12][CH:13]=[CH:14][C:8]=3[O:7][CH2:6][CH2:5][C:4]=2[N:3]=1)=[O:17]. The yield is 0.300. (2) The reactants are [N:1]1[C:5]2[C:6]3[CH:14]=[CH:13][CH:12]=[CH:11][C:7]=3[O:8][CH2:9][CH2:10][C:4]=2[S:3][C:2]=1[NH:15][CH2:16][CH:17]1[CH2:22][CH2:21][CH:20]([NH:23][C:24](=O)[CH3:25])[CH2:19][CH2:18]1.Cl.[OH-].[Na+]. The catalyst is C1COCC1. The product is [CH2:24]([NH:23][CH:20]1[CH2:21][CH2:22][CH:17]([CH2:16][NH:15][C:2]2[S:3][C:4]3[CH2:10][CH2:9][O:8][C:7]4[CH:11]=[CH:12][CH:13]=[CH:14][C:6]=4[C:5]=3[N:1]=2)[CH2:18][CH2:19]1)[CH3:25]. The yield is 0.690. (3) The reactants are [O:1]=[C:2]1[C:10]2([CH2:14][CH2:13][CH2:12][CH2:11]2)[C:9]2[C:4](=[CH:5][CH:6]=[CH:7][CH:8]=2)[N:3]1[C:15]([NH:17][CH2:18][CH:19]1[CH2:24][CH2:23][NH:22][CH2:21][CH2:20]1)=[O:16].[CH3:25][C:26]([CH3:33])([CH:31]=O)[C:27]([O:29][CH3:30])=[O:28].C(O[BH-](OC(=O)C)OC(=O)C)(=O)C.[Na+].C([O-])(O)=O.[Na+]. The catalyst is C(Cl)Cl. The product is [CH3:25][C:26]([CH3:33])([CH2:31][N:22]1[CH2:21][CH2:20][CH:19]([CH2:18][NH:17][C:15]([N:3]2[C:4]3[C:9](=[CH:8][CH:7]=[CH:6][CH:5]=3)[C:10]3([CH2:14][CH2:13][CH2:12][CH2:11]3)[C:2]2=[O:1])=[O:16])[CH2:24][CH2:23]1)[C:27]([O:29][CH3:30])=[O:28]. The yield is 0.230. (4) The reactants are [CH:1]([C:3]1[CH:4]=[CH:5][CH:6]=[C:7]2[C:11]=1[NH:10][CH:9]=[CH:8]2)=O.C(=O)([O-])[O-].[Cs+].[Cs+].Br[CH2:19][CH2:20][C:21]([O:23][CH3:24])=[O:22]. The catalyst is CN(C)C=O.C(OCC)(=O)C. The product is [CH3:24][O:23][C:21]([C:20]1[CH2:19][N:10]2[CH:9]=[CH:8][C:7]3[CH:6]=[CH:5][CH:4]=[C:3]([CH:1]=1)[C:11]2=3)=[O:22]. The yield is 0.387. (5) The reactants are [C:1]([C:3]1[CH:4]=[C:5]([N:9]2[CH2:24][CH:12]3[CH2:13][N:14](C(OC(C)(C)C)=O)[CH2:15][CH2:16][N:11]3[C:10]2=[O:25])[CH:6]=[CH:7][CH:8]=1)#[N:2].C(OCC)(=O)C.[ClH:32]. No catalyst specified. The product is [ClH:32].[O:25]=[C:10]1[N:11]2[CH2:16][CH2:15][NH:14][CH2:13][CH:12]2[CH2:24][N:9]1[C:5]1[CH:4]=[C:3]([CH:8]=[CH:7][CH:6]=1)[C:1]#[N:2]. The yield is 0.551. (6) The reactants are [NH2:1][C:2]1[CH:7]=[CH:6][C:5]([C:8]2[CH:12]=[C:11]([C:13]([O:15][CH2:16][CH3:17])=[O:14])[O:10][N:9]=2)=[CH:4][C:3]=1[CH3:18].[F:19][C:20]1[CH:25]=[CH:24][CH:23]=[C:22]([F:26])[C:21]=1[N:27]=[C:28]=[O:29]. The catalyst is O1CCCC1. The product is [F:19][C:20]1[CH:25]=[CH:24][CH:23]=[C:22]([F:26])[C:21]=1[NH:27][C:28](=[O:29])[NH:1][C:2]1[CH:7]=[CH:6][C:5]([C:8]2[CH:12]=[C:11]([C:13]([O:15][CH2:16][CH3:17])=[O:14])[O:10][N:9]=2)=[CH:4][C:3]=1[CH3:18]. The yield is 0.910. (7) The yield is 0.230. No catalyst specified. The product is [CH3:24][O:23][C:21](=[O:22])[C:20]1[CH:25]=[CH:26][C:17]([C:16]#[C:15][C:13]#[C:12][C:9]2[CH:8]=[CH:7][C:6]([O:5][C:1]([CH3:4])([CH3:3])[CH3:2])=[CH:11][CH:10]=2)=[CH:18][CH:19]=1. The reactants are [C:1]([O:5][C:6]1[CH:11]=[CH:10][C:9]([C:12]#[CH:13])=[CH:8][CH:7]=1)([CH3:4])([CH3:3])[CH3:2].Br[C:15](Br)=[CH:16][C:17]1[CH:26]=[CH:25][C:20]([C:21]([O:23][CH3:24])=[O:22])=[CH:19][CH:18]=1. (8) The reactants are [CH3:1][C:2]1[C:6]2[C:7](=[O:19])[N:8]([CH2:11][CH2:12][N:13]3[CH2:18][CH2:17][CH2:16][CH2:15][CH2:14]3)[CH2:9][CH2:10][C:5]=2[NH:4][C:3]=1[CH:20]=O.[Cl:22][C:23]1[CH:28]=[CH:27][C:26]([C:29]2[CH:37]=[CH:36][CH:35]=[C:34]3[C:30]=2[CH2:31][C:32](=[O:38])[NH:33]3)=[C:25]([F:39])[CH:24]=1. No catalyst specified. The product is [Cl:22][C:23]1[CH:28]=[CH:27][C:26]([C:29]2[CH:37]=[CH:36][CH:35]=[C:34]3[C:30]=2[C:31](=[CH:20][C:3]2[NH:4][C:5]4[CH2:10][CH2:9][N:8]([CH2:11][CH2:12][N:13]5[CH2:14][CH2:15][CH2:16][CH2:17][CH2:18]5)[C:7](=[O:19])[C:6]=4[C:2]=2[CH3:1])[C:32](=[O:38])[NH:33]3)=[C:25]([F:39])[CH:24]=1. The yield is 0.442.